Dataset: Reaction yield outcomes from USPTO patents with 853,638 reactions. Task: Predict the reaction yield, written as a fraction of the theoretical maximum amount of product (1.0 means a 100% yield; for example, 0.34 means a 34% yield). (1) The reactants are [F:1][C:2]1[CH:3]=[C:4]2[C:8](=[CH:9][CH:10]=1)[N:7]([CH2:11][CH2:12][CH2:13][OH:14])[CH:6]=[C:5]2[C:15]([OH:17])=O.[NH2:18][CH2:19][C:20]([C:23]1[CH:28]=[CH:27][C:26]([NH:29][C:30](=[O:41])[C:31]2[CH:36]=[CH:35][C:34]([O:37][CH3:38])=[C:33]([O:39][CH3:40])[CH:32]=2)=[CH:25][CH:24]=1)([CH3:22])[CH3:21].C1C=CC2N(O)N=NC=2C=1.C(Cl)CCl. The catalyst is O1CCOCC1. The product is [CH3:40][O:39][C:33]1[CH:32]=[C:31]([CH:36]=[CH:35][C:34]=1[O:37][CH3:38])[C:30]([NH:29][C:26]1[CH:25]=[CH:24][C:23]([C:20]([CH3:22])([CH3:21])[CH2:19][NH:18][C:15]([C:5]2[C:4]3[C:8](=[CH:9][CH:10]=[C:2]([F:1])[CH:3]=3)[N:7]([CH2:11][CH2:12][CH2:13][OH:14])[CH:6]=2)=[O:17])=[CH:28][CH:27]=1)=[O:41]. The yield is 0.920. (2) The reactants are [C:1]([N:8]1[CH2:13][CH2:12][NH:11][CH2:10][CH2:9]1)([O:3][C:4]([CH3:7])([CH3:6])[CH3:5])=[O:2].[CH:14]([N:17]1[C:21]([N:22]2[N:31]=[C:30]3[C:24]([CH2:25][CH2:26][O:27][C:28]4[CH:35]=[CH:34][C:33]([C:36](O)=[O:37])=[CH:32][C:29]=43)=[CH:23]2)=[N:20][CH:19]=[N:18]1)([CH3:16])[CH3:15].CCN=C=NCCCN(C)C.C1C=CC2N(O)N=NC=2C=1.C(N(CC)CC)C. The catalyst is CN(C=O)C.C(OCC)(=O)C. The product is [C:4]([O:3][C:1]([N:8]1[CH2:9][CH2:10][N:11]([C:36]([C:33]2[CH:34]=[CH:35][C:28]3[O:27][CH2:26][CH2:25][C:24]4[C:30](=[N:31][N:22]([C:21]5[N:17]([CH:14]([CH3:15])[CH3:16])[N:18]=[CH:19][N:20]=5)[CH:23]=4)[C:29]=3[CH:32]=2)=[O:37])[CH2:12][CH2:13]1)=[O:2])([CH3:7])([CH3:6])[CH3:5]. The yield is 0.960. (3) The product is [N:31]1[C:23]([NH:22][CH:20]([C:8]2[N:9]([C:13]3[CH:18]=[CH:17][CH:16]=[CH:15][C:14]=3[CH3:19])[C:10](=[O:12])[C:11]3[C:6]([CH:7]=2)=[CH:5][CH:4]=[CH:3][C:2]=3[CH3:1])[CH3:21])=[C:24]2[C:28]([NH:27][CH:26]=[N:25]2)=[N:29][CH:30]=1. No catalyst specified. The reactants are [CH3:1][C:2]1[CH:3]=[CH:4][CH:5]=[C:6]2[C:11]=1[C:10](=[O:12])[N:9]([C:13]1[CH:18]=[CH:17][CH:16]=[CH:15][C:14]=1[CH3:19])[C:8]([CH:20]([NH:22][C:23]1[N:31]=[CH:30][N:29]=[C:28]3[C:24]=1[N:25]=[CH:26][N:27]3C1CCCCO1)[CH3:21])=[CH:7]2.C([O-])(O)=O.[Na+]. The yield is 0.540. (4) The reactants are [CH3:1][C:2]([CH3:7])([CH2:5][OH:6])[CH2:3][OH:4].CC(C)([O-])C.[K+].Br[CH2:15][C:16]1[CH:21]=[CH:20][CH:19]=[CH:18][CH:17]=1. The catalyst is O1CCOCC1. The product is [CH2:15]([O:4][CH2:3][C:2]([CH3:7])([CH3:1])[CH2:5][OH:6])[C:16]1[CH:21]=[CH:20][CH:19]=[CH:18][CH:17]=1. The yield is 0.510. (5) The reactants are C(OC([N:11]1[CH2:16][CH2:15][CH:14]([C:17](=[O:35])[NH:18][C:19]2[CH:24]=[C:23]([C:25]3[CH:30]=[CH:29][CH:28]=[CH:27][C:26]=3[O:31][CH:32]([CH3:34])[CH3:33])[N:22]=[CH:21][N:20]=2)[CH2:13][CH2:12]1)=O)C1C=CC=CC=1. The catalyst is CO.[Pd]. The product is [CH:32]([O:31][C:26]1[CH:27]=[CH:28][CH:29]=[CH:30][C:25]=1[C:23]1[N:22]=[CH:21][N:20]=[C:19]([NH:18][C:17]([CH:14]2[CH2:13][CH2:12][NH:11][CH2:16][CH2:15]2)=[O:35])[CH:24]=1)([CH3:34])[CH3:33]. The yield is 0.520. (6) The product is [C:9]([Si:6]([O:5][C:4]1[CH:13]=[CH:14][CH:15]=[C:2]([CH:16]2[CH2:18][CH2:17]2)[CH:3]=1)([CH3:8])[CH3:7])([CH3:12])([CH3:11])[CH3:10]. The catalyst is C1(C)C=CC=CC=1.O.CCOCC.CC([O-])=O.CC([O-])=O.[Pd+2]. The reactants are Br[C:2]1[CH:3]=[C:4]([CH:13]=[CH:14][CH:15]=1)[O:5][Si:6]([C:9]([CH3:12])([CH3:11])[CH3:10])([CH3:8])[CH3:7].[CH:16]1(B(O)O)[CH2:18][CH2:17]1.[O-]P([O-])([O-])=O.[K+].[K+].[K+].C1(P(C2CCCCC2)C2CCCCC2)CCCCC1. The yield is 0.900. (7) The yield is 0.400. The catalyst is C(Cl)Cl.CC(O)=O. The product is [Cl:22][C:19]1[CH:18]=[CH:17][C:16]([CH2:15][N:14]([CH2:23][CH3:24])[CH:11]2[CH2:10][CH2:9][NH:8][CH2:13][CH2:12]2)=[CH:21][CH:20]=1. The reactants are C(OC([N:8]1[CH2:13][CH2:12][CH:11]([NH:14][CH2:15][C:16]2[CH:21]=[CH:20][C:19]([Cl:22])=[CH:18][CH:17]=2)[CH2:10][CH2:9]1)=O)(C)(C)C.[CH:23](=O)[CH3:24].[BH-](OC(C)=O)(OC(C)=O)OC(C)=O.[Na+]. (8) The reactants are Cl[C:2]1[N:7]=[C:6]([C:8]2[CH:13]=[CH:12][C:11]([N+:14]([O-:16])=[O:15])=[CH:10][CH:9]=2)[N:5]=[C:4]([N:17]2[CH:22]3[CH2:23][CH2:24][CH:18]2[CH2:19][O:20][CH2:21]3)[N:3]=1.C([Sn](CCCC)(CCCC)[C:30]1[CH2:31][CH2:32][O:33][CH2:34][CH:35]=1)CCC. The catalyst is C1C=CC([P]([Pd]([P](C2C=CC=CC=2)(C2C=CC=CC=2)C2C=CC=CC=2)([P](C2C=CC=CC=2)(C2C=CC=CC=2)C2C=CC=CC=2)[P](C2C=CC=CC=2)(C2C=CC=CC=2)C2C=CC=CC=2)(C2C=CC=CC=2)C2C=CC=CC=2)=CC=1.C1(C)C=CC=CC=1. The product is [O:33]1[CH2:32][CH:31]=[C:30]([C:2]2[N:7]=[C:6]([C:8]3[CH:13]=[CH:12][C:11]([N+:14]([O-:16])=[O:15])=[CH:10][CH:9]=3)[N:5]=[C:4]([N:17]3[CH:22]4[CH2:23][CH2:24][CH:18]3[CH2:19][O:20][CH2:21]4)[N:3]=2)[CH2:35][CH2:34]1. The yield is 0.860. (9) The reactants are [CH2:1]([O:19][CH2:20][CH2:21][N:22]([CH2:30][CH2:31][O:32][CH2:33][CH2:34][CH2:35][CH2:36][CH2:37][CH2:38][CH2:39][CH2:40]/[CH:41]=[CH:42]\[CH2:43][CH2:44][CH2:45][CH2:46][CH2:47][CH2:48][CH2:49][CH3:50])[CH2:23][CH2:24][C:25]([O:27]CC)=[O:26])[CH2:2][CH2:3][CH2:4][CH2:5][CH2:6][CH2:7][CH2:8]/[CH:9]=[CH:10]\[CH2:11][CH2:12][CH2:13][CH2:14][CH2:15][CH2:16][CH2:17][CH3:18].[OH-].[Na+].Cl. The catalyst is C(O)C. The product is [CH2:1]([O:19][CH2:20][CH2:21][N:22]([CH2:30][CH2:31][O:32][CH2:33][CH2:34][CH2:35][CH2:36][CH2:37][CH2:38][CH2:39][CH2:40]/[CH:41]=[CH:42]\[CH2:43][CH2:44][CH2:45][CH2:46][CH2:47][CH2:48][CH2:49][CH3:50])[CH2:23][CH2:24][C:25]([OH:27])=[O:26])[CH2:2][CH2:3][CH2:4][CH2:5][CH2:6][CH2:7][CH2:8]/[CH:9]=[CH:10]\[CH2:11][CH2:12][CH2:13][CH2:14][CH2:15][CH2:16][CH2:17][CH3:18]. The yield is 0.980.